Predict the reaction yield, written as a fraction of the theoretical maximum amount of product (1.0 means a 100% yield; for example, 0.34 means a 34% yield). From a dataset of Reaction yield outcomes from USPTO patents with 853,638 reactions. (1) The reactants are [CH:1]1([C:4](=[O:10])[CH2:5][C:6]([O:8][CH3:9])=[O:7])[CH2:3][CH2:2]1.[CH:11](OCC)(OCC)OCC.[Br:21][C:22]1[CH:28]=[CH:27][C:25]([NH2:26])=[CH:24][C:23]=1[F:29]. The catalyst is C(Cl)Cl. The product is [Br:21][C:22]1[CH:28]=[CH:27][C:25]([NH:26][CH:11]=[C:5]([C:4]([CH:1]2[CH2:3][CH2:2]2)=[O:10])[C:6]([O:8][CH3:9])=[O:7])=[CH:24][C:23]=1[F:29]. The yield is 0.850. (2) The product is [Br:1][C:2]1[CH:3]=[C:4]2[C:10]([I:11])=[CH:9][N:8]([S:20]([C:17]3[CH:18]=[CH:19][C:14]([CH3:24])=[CH:15][CH:16]=3)(=[O:22])=[O:21])[C:5]2=[N:6][CH:7]=1. The yield is 0.920. The reactants are [Br:1][C:2]1[CH:3]=[C:4]2[C:10]([I:11])=[CH:9][NH:8][C:5]2=[N:6][CH:7]=1.[H-].[Na+].[C:14]1([CH3:24])[CH:19]=[CH:18][C:17]([S:20](Cl)(=[O:22])=[O:21])=[CH:16][CH:15]=1. The catalyst is C1COCC1. (3) The reactants are [O:1]1[CH2:6][CH2:5][C:4]([C:9]#[N:10])([C:7]#[N:8])[CH2:3][CH2:2]1.B.C1COCC1.Cl.[OH-].[Na+]. The catalyst is C1COCC1. The product is [NH2:8][CH2:7][C:4]1([CH2:9][NH2:10])[CH2:5][CH2:6][O:1][CH2:2][CH2:3]1. The yield is 0.620. (4) The reactants are [OH:1][C:2]1[CH:3]=[CH:4][C:5]([N+:12]([O-:14])=[O:13])=[C:6]([CH:11]=1)[C:7]([O:9][CH3:10])=[O:8].C(=O)([O-])[O-].[K+].[K+].Br[CH2:22][CH2:23][O:24][CH3:25]. The catalyst is CN(C=O)C.O. The product is [CH3:25][O:24][CH2:23][CH2:22][O:1][C:2]1[CH:3]=[CH:4][C:5]([N+:12]([O-:14])=[O:13])=[C:6]([CH:11]=1)[C:7]([O:9][CH3:10])=[O:8]. The yield is 0.770. (5) The reactants are [NH2:1][C:2]1[C:7]([C:8]#[N:9])=[C:6]([C:10]2[CH:11]=[C:12]([NH:16][C:17]([CH:19]3[CH2:23][CH2:22][C:21](=[O:24])[O:20]3)=[O:18])[CH:13]=[CH:14][CH:15]=2)[CH:5]=[C:4]([C:25]2[CH:30]=[CH:29][CH:28]=[CH:27][C:26]=2[OH:31])[N:3]=1.[OH-:32].[Na+:33]. The catalyst is CO. The product is [NH2:1][C:2]1[C:7]([C:8]#[N:9])=[C:6]([C:10]2[CH:11]=[C:12]([NH:16][C:17](=[O:18])[CH:19]([OH:32])[CH2:23][CH2:22][C:21]([O-:20])=[O:24])[CH:13]=[CH:14][CH:15]=2)[CH:5]=[C:4]([C:25]2[CH:30]=[CH:29][CH:28]=[CH:27][C:26]=2[OH:31])[N:3]=1.[Na+:33]. The yield is 0.600. (6) The reactants are [NH2:1][C:2]1[CH:7]=[CH:6][C:5]([F:8])=[CH:4][C:3]=1[NH:9][C@H:10]1[CH2:15][CH2:14][CH2:13][N:12]([CH2:16][CH2:17][O:18][C:19](=[O:24])[C:20]([CH3:23])([CH3:22])[CH3:21])[CH2:11]1.[C:25]([O:29][C:30]([NH:32][C@@H:33]([CH3:37])[C:34](O)=[O:35])=[O:31])([CH3:28])([CH3:27])[CH3:26].C1C=NC2N(O)N=NC=2C=1.Cl.CN(C)CCCN=C=NCC. The catalyst is C(Cl)Cl. The product is [C:25]([O:29][C:30]([NH:32][C@@H:33]([CH3:37])[C:34]([NH:1][C:2]1[CH:7]=[CH:6][C:5]([F:8])=[CH:4][C:3]=1[NH:9][C@H:10]1[CH2:15][CH2:14][CH2:13][N:12]([CH2:16][CH2:17][O:18][C:19](=[O:24])[C:20]([CH3:21])([CH3:23])[CH3:22])[CH2:11]1)=[O:35])=[O:31])([CH3:28])([CH3:27])[CH3:26]. The yield is 0.930.